This data is from Reaction yield outcomes from USPTO patents with 853,638 reactions. The task is: Predict the reaction yield, written as a fraction of the theoretical maximum amount of product (1.0 means a 100% yield; for example, 0.34 means a 34% yield). The product is [C:1]([O:4][CH2:5][C:6]1[C:7]([N:13]2[CH2:25][CH2:24][N:16]3[C:17]4[CH2:18][CH2:19][CH2:20][CH2:21][C:22]=4[CH:23]=[C:15]3[C:14]2=[O:26])=[N:8][CH:9]=[CH:10][C:11]=1[B:27]1[O:31][C:30]([CH3:33])([CH3:32])[C:29]([CH3:35])([CH3:34])[O:28]1)(=[O:3])[CH3:2]. The reactants are [C:1]([O:4][CH2:5][C:6]1[C:7]([N:13]2[CH2:25][CH2:24][N:16]3[C:17]4[CH2:18][CH2:19][CH2:20][CH2:21][C:22]=4[CH:23]=[C:15]3[C:14]2=[O:26])=[N:8][CH:9]=[CH:10][C:11]=1Cl)(=[O:3])[CH3:2].[B:27]1([B:27]2[O:31][C:30]([CH3:33])([CH3:32])[C:29]([CH3:35])([CH3:34])[O:28]2)[O:31][C:30]([CH3:33])([CH3:32])[C:29]([CH3:35])([CH3:34])[O:28]1.CC(C1C=C(C(C)C)C(C2C=CC=CC=2P(C2CCCCC2)C2CCCCC2)=C(C(C)C)C=1)C.C(O[K])(C)=O. The yield is 0.870. The catalyst is C1C=CC(/C=C/C(/C=C/C2C=CC=CC=2)=O)=CC=1.C1C=CC(/C=C/C(/C=C/C2C=CC=CC=2)=O)=CC=1.C1C=CC(/C=C/C(/C=C/C2C=CC=CC=2)=O)=CC=1.[Pd].[Pd].O1CCOCC1.